This data is from Catalyst prediction with 721,799 reactions and 888 catalyst types from USPTO. The task is: Predict which catalyst facilitates the given reaction. (1) Reactant: [Li+].[OH-].[CH3:3][C:4]1[C:8]([CH:9]([O:37][C:38]([CH3:44])([CH3:43])[C:39]([O:41]C)=[O:40])[CH2:10][O:11][C:12]2[CH:17]=[CH:16][C:15]([CH2:18][C:19]([NH:21][CH:22]([C:29]3[CH:34]=[CH:33][C:32]([CH3:35])=[CH:31][C:30]=3[CH3:36])[C:23]3[CH:28]=[CH:27][CH:26]=[CH:25][CH:24]=3)=[O:20])=[CH:14][CH:13]=2)=[C:7]([CH3:45])[O:6][N:5]=1. Product: [CH3:3][C:4]1[C:8]([CH:9]([O:37][C:38]([CH3:43])([CH3:44])[C:39]([OH:41])=[O:40])[CH2:10][O:11][C:12]2[CH:13]=[CH:14][C:15]([CH2:18][C:19]([NH:21][CH:22]([C:29]3[CH:34]=[CH:33][C:32]([CH3:35])=[CH:31][C:30]=3[CH3:36])[C:23]3[CH:28]=[CH:27][CH:26]=[CH:25][CH:24]=3)=[O:20])=[CH:16][CH:17]=2)=[C:7]([CH3:45])[O:6][N:5]=1. The catalyst class is: 90. (2) Reactant: [Br:1][C:2]1[CH:3]=[C:4]([Cl:10])[C:5]([CH2:8][OH:9])=[N:6][CH:7]=1. Product: [Br:1][C:2]1[CH:3]=[C:4]([Cl:10])[C:5]([CH:8]=[O:9])=[N:6][CH:7]=1. The catalyst class is: 2. (3) The catalyst class is: 5. Reactant: [NH2:1][CH:2]([C:9]1[CH:14]=[CH:13][CH:12]=[CH:11][CH:10]=1)[C:3]1[CH:8]=[CH:7][CH:6]=[CH:5][CH:4]=1.[Cl:15][CH2:16][C:17]1([CH3:20])[CH2:19][O:18]1. Product: [ClH:15].[CH:2]([N:1]1[CH2:19][C:17]([CH3:20])([OH:18])[CH2:16]1)([C:3]1[CH:8]=[CH:7][CH:6]=[CH:5][CH:4]=1)[C:9]1[CH:14]=[CH:13][CH:12]=[CH:11][CH:10]=1. (4) Reactant: O[C:2](C(F)(F)F)=O.[F:8][C:9]1[CH:10]=[C:11]([CH:14]=[CH:15][C:16]=1[O:17][CH:18]1[CH2:23][CH2:22][N:21]([C:24]2[N:25]=[C:26]3[CH2:37][CH2:36][NH:35][CH2:34][C:27]3=[N:28][C:29]=2[NH:30][CH:31]([CH3:33])[CH3:32])[CH2:20][CH2:19]1)[C:12]#[N:13].C=O.CCN(C(C)C)C(C)C.[Na]. Product: [F:8][C:9]1[CH:10]=[C:11]([CH:14]=[CH:15][C:16]=1[O:17][CH:18]1[CH2:19][CH2:20][N:21]([C:24]2[N:25]=[C:26]3[CH2:37][CH2:36][N:35]([CH3:2])[CH2:34][C:27]3=[N:28][C:29]=2[NH:30][CH:31]([CH3:33])[CH3:32])[CH2:22][CH2:23]1)[C:12]#[N:13]. The catalyst class is: 5. (5) The catalyst class is: 7. Product: [Br:17][C:18]1[CH:19]=[C:20]([CH:23]=[CH:24][CH:25]=1)[CH2:21][O:16][CH:13]1[CH2:14][CH2:15][N:10]([C:8]([O:7][C:3]([CH3:6])([CH3:4])[CH3:5])=[O:9])[CH2:11][CH2:12]1. Reactant: [H-].[Na+].[C:3]([O:7][C:8]([N:10]1[CH2:15][CH2:14][CH:13]([OH:16])[CH2:12][CH2:11]1)=[O:9])([CH3:6])([CH3:5])[CH3:4].[Br:17][C:18]1[CH:19]=[C:20]([CH:23]=[CH:24][CH:25]=1)[CH2:21]Br.